This data is from Forward reaction prediction with 1.9M reactions from USPTO patents (1976-2016). The task is: Predict the product of the given reaction. Given the reactants [CH3:1][O:2][C:3](=[O:15])[C:4]1[CH:9]=[C:8]([O:10][CH:11]([CH3:13])[CH3:12])[CH:7]=[C:6]([OH:14])[CH:5]=1.C1C=CC(P(C2C=CC=CC=2)C2C=CC=CC=2)=CC=1.[S:35]1[CH:39]=[CH:38][C:37]([CH2:40][CH2:41]O)=[CH:36]1.CC(OC(/N=N/C(OC(C)C)=O)=O)C, predict the reaction product. The product is: [CH3:1][O:2][C:3](=[O:15])[C:4]1[CH:5]=[C:6]([O:14][CH2:41][CH2:40][C:37]2[CH:38]=[CH:39][S:35][CH:36]=2)[CH:7]=[C:8]([O:10][CH:11]([CH3:13])[CH3:12])[CH:9]=1.